Dataset: Full USPTO retrosynthesis dataset with 1.9M reactions from patents (1976-2016). Task: Predict the reactants needed to synthesize the given product. (1) Given the product [OH:1][C:2]1[CH:7]=[CH:6][C:5]([CH2:8][C:9]([NH:11][C:12]2[CH:17]=[CH:16][CH:15]=[C:14]([C:22]#[C:21][C:23]3[CH:28]=[CH:27][CH:26]=[CH:25][CH:24]=3)[CH:13]=2)=[O:10])=[CH:4][C:3]=1[O:19][CH3:20], predict the reactants needed to synthesize it. The reactants are: [OH:1][C:2]1[CH:7]=[CH:6][C:5]([CH2:8][C:9]([NH:11][C:12]2[CH:17]=[CH:16][CH:15]=[C:14](I)[CH:13]=2)=[O:10])=[CH:4][C:3]=1[O:19][CH3:20].[C:21]([C:23]1[CH:28]=[CH:27][CH:26]=[CH:25][CH:24]=1)#[CH:22].C(N(CC)CC)C. (2) Given the product [F:1][C:2]1[CH:3]=[CH:4][C:5]([C:8]2[N:9]=[C:10]3[C:15]([CH3:16])=[N:14][CH:13]=[CH:12][N:11]3[C:17]=2[C:18]2[CH:23]=[CH:22][N:21]=[C:20]([NH:24][CH:25]3[CH2:30][CH2:29][N:28]([C:37](=[O:38])[CH2:39][OH:40])[CH2:27][CH2:26]3)[N:19]=2)=[CH:6][CH:7]=1, predict the reactants needed to synthesize it. The reactants are: [F:1][C:2]1[CH:7]=[CH:6][C:5]([C:8]2[N:9]=[C:10]3[C:15]([CH3:16])=[N:14][CH:13]=[CH:12][N:11]3[C:17]=2[C:18]2[CH:23]=[CH:22][N:21]=[C:20]([NH:24][CH:25]3[CH2:30][CH2:29][NH:28][CH2:27][CH2:26]3)[N:19]=2)=[CH:4][CH:3]=1.C1COCC1.Cl[C:37]([CH2:39][O:40]C(=O)C)=[O:38]. (3) Given the product [Br:13][CH2:11][C:10]1[C:3]2[C:4](=[N:5][CH:6]=[N:7][C:2]=2[Cl:1])[N:8]([CH3:12])[N:9]=1, predict the reactants needed to synthesize it. The reactants are: [Cl:1][C:2]1[N:7]=[CH:6][N:5]=[C:4]2[N:8]([CH3:12])[N:9]=[C:10]([CH3:11])[C:3]=12.[Br:13]N1C(=O)CCC1=O. (4) The reactants are: [N:1]1[CH:6]=[CH:5][CH:4]=[C:3]([C:7]2[CH:15]=[CH:14][C:10]([C:11]([OH:13])=O)=[CH:9][CH:8]=2)[CH:2]=1.OC(C(F)(F)F)=O.[CH3:23][O:24][C:25](=[O:45])[C@@H:26]([CH3:44])[CH2:27][C@H:28]([NH2:43])[C:29](=[O:42])[NH:30][C:31]([CH3:41])([CH3:40])[CH2:32][C:33]1[CH:38]=[CH:37][C:36]([F:39])=[CH:35][CH:34]=1. Given the product [CH3:23][O:24][C:25](=[O:45])[C@@H:26]([CH3:44])[CH2:27][C@@H:28]([C:29](=[O:42])[NH:30][C:31]([CH3:41])([CH3:40])[CH2:32][C:33]1[CH:38]=[CH:37][C:36]([F:39])=[CH:35][CH:34]=1)[NH:43][C:11](=[O:13])[C:10]1[CH:9]=[CH:8][C:7]([C:3]2[CH:2]=[N:1][CH:6]=[CH:5][CH:4]=2)=[CH:15][CH:14]=1, predict the reactants needed to synthesize it. (5) Given the product [O:9]=[C:8]([N:10]1[CH2:15][CH2:14][N:13]([CH2:16][C:17](=[O:23])[N:18]2[CH2:19][CH2:20][CH2:21][CH2:22]2)[CH2:12][CH2:11]1)[CH2:7][C:5]1[N:6]=[C:2]([NH:1][C:30]([C:28]2[S:29][C:25]([Br:24])=[CH:26][CH:27]=2)=[O:31])[S:3][CH:4]=1, predict the reactants needed to synthesize it. The reactants are: [NH2:1][C:2]1[S:3][CH:4]=[C:5]([CH2:7][C:8]([N:10]2[CH2:15][CH2:14][N:13]([CH2:16][C:17](=[O:23])[N:18]3[CH2:22][CH2:21][CH2:20][CH2:19]3)[CH2:12][CH2:11]2)=[O:9])[N:6]=1.[Br:24][C:25]1[S:29][C:28]([C:30](O)=[O:31])=[CH:27][CH:26]=1. (6) Given the product [NH:39]=[C:34]([NH:27][NH:26][C:24](=[O:25])[C@@H:23]([N:28]1[CH:32]=[CH:31][CH:30]=[CH:29]1)[CH2:22][C:19]1[CH:20]=[CH:21][C:16]([O:15][CH2:14][CH2:13][C:3]2[N:4]=[C:5]([C:7]3[CH:8]=[CH:9][CH:10]=[CH:11][CH:12]=3)[O:6][C:2]=2[CH3:1])=[CH:17][CH:18]=1)[CH3:35], predict the reactants needed to synthesize it. The reactants are: [CH3:1][C:2]1[O:6][C:5]([C:7]2[CH:12]=[CH:11][CH:10]=[CH:9][CH:8]=2)=[N:4][C:3]=1[CH2:13][CH2:14][O:15][C:16]1[CH:21]=[CH:20][C:19]([CH2:22][C@H:23]([N:28]2[CH:32]=[CH:31][CH:30]=[CH:29]2)[C:24]([NH:26][NH2:27])=[O:25])=[CH:18][CH:17]=1.Cl.[C:34](=[NH:39])(OCC)[CH3:35].C(N(CC)CC)C. (7) Given the product [C:1]([NH:4][C:5]1[CH:6]=[C:7]([NH:11][C:12]2[N:17]=[C:16]([NH:18][CH2:19][CH:20]3[CH2:25][CH2:24][CH2:23][N:22]([C:46](=[O:47])[NH:45][C:42]4[CH:43]=[CH:44][C:39]([F:38])=[CH:40][CH:41]=4)[CH2:21]3)[C:15]([C:26]([NH2:28])=[O:27])=[CH:14][N:13]=2)[CH:8]=[CH:9][CH:10]=1)(=[O:3])[CH3:2], predict the reactants needed to synthesize it. The reactants are: [C:1]([NH:4][C:5]1[CH:6]=[C:7]([NH:11][C:12]2[N:17]=[C:16]([NH:18][CH2:19][CH:20]3[CH2:25][CH2:24][CH2:23][NH:22][CH2:21]3)[C:15]([C:26]([NH2:28])=[O:27])=[CH:14][N:13]=2)[CH:8]=[CH:9][CH:10]=1)(=[O:3])[CH3:2].CCN(C(C)C)C(C)C.[F:38][C:39]1[CH:44]=[CH:43][C:42]([N:45]=[C:46]=[O:47])=[CH:41][CH:40]=1.